This data is from NCI-60 drug combinations with 297,098 pairs across 59 cell lines. The task is: Regression. Given two drug SMILES strings and cell line genomic features, predict the synergy score measuring deviation from expected non-interaction effect. Drug 1: C1=C(C(=O)NC(=O)N1)F. Drug 2: C1=NNC2=C1C(=O)NC=N2. Cell line: SF-295. Synergy scores: CSS=33.0, Synergy_ZIP=-6.29, Synergy_Bliss=-6.22, Synergy_Loewe=-12.0, Synergy_HSA=-4.54.